Dataset: Reaction yield outcomes from USPTO patents with 853,638 reactions. Task: Predict the reaction yield, written as a fraction of the theoretical maximum amount of product (1.0 means a 100% yield; for example, 0.34 means a 34% yield). (1) The reactants are [C@@H:1]1([NH:10][C:11]2[N:19]=[CH:18][N:17]=[C:16]3[C:12]=2[N:13]=[CH:14][N:15]3[C@@H:20]2O[C@H]3[C@@H:22]([O:23][Si:24]([CH:40]([CH3:42])[CH3:41])([CH:37]([CH3:39])[CH3:38])[O:25][Si:26]([CH:34]([CH3:36])[CH3:35])([CH:31]([CH3:33])[CH3:32])[O:27]C3)[C@@H:21]2[O:43][CH3:44])[C:9]2[C:4](=[CH:5][CH:6]=[CH:7][CH:8]=2)[CH2:3][CH2:2]1.Cl.[CH3:46][OH:47].[O:48]1CCOC[CH2:49]1. No catalyst specified. The product is [C@@H:1]1([NH:10][C:11]2[N:19]=[CH:18][N:17]=[C:16]3[C:12]=2[N:13]=[CH:14][N:15]3[C@@H:20]2[O:47][C@H:46]([CH2:49][OH:48])[C@@H:22]([O:23][Si:24]([CH:40]([CH3:42])[CH3:41])([CH:37]([CH3:39])[CH3:38])[O:25][Si:26]([CH:31]([CH3:33])[CH3:32])([CH:34]([CH3:35])[CH3:36])[OH:27])[C@@H:21]2[O:43][CH3:44])[C:9]2[C:4](=[CH:5][CH:6]=[CH:7][CH:8]=2)[CH2:3][CH2:2]1. The yield is 0.130. (2) The reactants are [Si]([O:8][CH2:9][C@@H:10]1[C@@H:14]([O:15][Si:16]([CH:23]([CH3:25])[CH3:24])([CH:20]([CH3:22])[CH3:21])[CH:17]([CH3:19])[CH3:18])[CH2:13][C@H:12]([NH:26][C:27]2[C:32]([C:33]([C:35]3[S:36][CH:37]=[C:38]([CH2:40][C:41]4[O:42][C:43]([CH3:46])=[CH:44][CH:45]=4)[CH:39]=3)=[O:34])=[CH:31][N:30]=[CH:29][N:28]=2)[CH2:11]1)(C(C)(C)C)(C)C.C([O-])(O)=O.[Na+]. The catalyst is Cl.CCO. The product is [OH:8][CH2:9][C@@H:10]1[C@@H:14]([O:15][Si:16]([CH:20]([CH3:21])[CH3:22])([CH:17]([CH3:19])[CH3:18])[CH:23]([CH3:25])[CH3:24])[CH2:13][C@H:12]([NH:26][C:27]2[C:32]([C:33]([C:35]3[S:36][CH:37]=[C:38]([CH2:40][C:41]4[O:42][C:43]([CH3:46])=[CH:44][CH:45]=4)[CH:39]=3)=[O:34])=[CH:31][N:30]=[CH:29][N:28]=2)[CH2:11]1. The yield is 0.780. (3) The reactants are [CH2:1]([O:3][C:4](=[O:21])[C:5]1[CH:13]=[C:12]([C:14](=[O:20])[N:15]([CH3:19])[CH2:16][CH2:17][CH3:18])[CH:11]=[C:7]([C:8]([OH:10])=O)[CH:6]=1)[CH3:2].O[N:23]1[C:27]2C=CC=C[C:26]=2N=N1.Cl.CN(C)CCCN=C=NCC.C(N)C. The catalyst is CN(C=O)C.ClCCl. The product is [CH2:1]([O:3][C:4](=[O:21])[C:5]1[CH:13]=[C:12]([C:14](=[O:20])[N:15]([CH3:19])[CH2:16][CH2:17][CH3:18])[CH:11]=[C:7]([C:8](=[O:10])[NH:23][CH2:27][CH3:26])[CH:6]=1)[CH3:2]. The yield is 1.00. (4) The reactants are C([Cl:4])(C)=O.[NH2:5][CH:6]1[CH:13]2[CH2:14][C:9]3([C:16]([OH:18])=[O:17])[CH2:10][CH:11]([CH2:15][CH:7]1[CH2:8]3)[CH2:12]2. The product is [ClH:4].[NH2:5][CH:6]1[CH:13]2[CH2:14][C:9]3([C:16]([OH:18])=[O:17])[CH2:10][CH:11]([CH2:15][CH:7]1[CH2:8]3)[CH2:12]2. The yield is 0.810. The catalyst is CO. (5) The reactants are [CH3:1][CH2:2][CH2:3][CH2:4][CH2:5][CH2:6][CH2:7][CH2:8][CH2:9][CH2:10][CH2:11][CH2:12][O:13][C:14]([CH:16]([N:18]([CH3:20])[CH3:19])[CH3:17])=[O:15].[OH:21][CH2:22][CH2:23][S:24]([OH:27])(=[O:26])=[O:25]. The catalyst is C(OCC)(=O)C. The product is [OH:21][CH2:22][CH2:23][S:24]([OH:27])(=[O:26])=[O:25].[CH3:19][N:18]([CH3:20])[CH:16]([CH3:17])[C:14]([O:13][CH2:12][CH2:11][CH2:10][CH2:9][CH2:8][CH2:7][CH2:6][CH2:5][CH2:4][CH2:3][CH2:2][CH3:1])=[O:15]. The yield is 0.962. (6) The reactants are [Cl:1][C:2]1[CH:3]=[C:4]2[C:9](=[CH:10][CH:11]=1)[N:8]=[C:7]([CH2:12]Cl)[N:6]([C:14]1[CH:19]=[CH:18][CH:17]=[CH:16][C:15]=1[Cl:20])[C:5]2=[O:21].[N:22]1[C:30]([NH2:31])=[C:29]2[C:25]([N:26]=[CH:27][NH:28]2)=[N:24][CH:23]=1.C([O-])([O-])=O.[K+].[K+]. The catalyst is CN(C=O)C. The product is [NH2:31][C:30]1[N:22]=[CH:23][N:24]=[C:25]2[C:29]=1[N:28]=[CH:27][N:26]2[CH2:12][C:7]1[N:6]([C:14]2[CH:19]=[CH:18][CH:17]=[CH:16][C:15]=2[Cl:20])[C:5](=[O:21])[C:4]2[C:9](=[CH:10][CH:11]=[C:2]([Cl:1])[CH:3]=2)[N:8]=1. The yield is 0.390. (7) The reactants are [OH:1][C:2]1[CH:3]=[C:4]([CH:9]=[C:10]([OH:12])[CH:11]=1)[C:5]([O:7][CH3:8])=[O:6].C(=O)([O-])[O-].[K+].[K+].[CH2:19](Br)[C:20]1[CH:25]=[CH:24][CH:23]=[CH:22][CH:21]=1. The catalyst is CC(C)=O. The product is [CH3:8][O:7][C:5](=[O:6])[C:4]1[CH:3]=[C:2]([OH:1])[CH:11]=[C:10]([O:12][CH2:19][C:20]2[CH:25]=[CH:24][CH:23]=[CH:22][CH:21]=2)[CH:9]=1. The yield is 0.310.